From a dataset of NCI-60 drug combinations with 297,098 pairs across 59 cell lines. Regression. Given two drug SMILES strings and cell line genomic features, predict the synergy score measuring deviation from expected non-interaction effect. Cell line: NCI-H460. Drug 2: C1C(C(OC1N2C=NC3=C(N=C(N=C32)Cl)N)CO)O. Drug 1: C1CCC(CC1)NC(=O)N(CCCl)N=O. Synergy scores: CSS=1.87, Synergy_ZIP=-2.29, Synergy_Bliss=0.976, Synergy_Loewe=-2.04, Synergy_HSA=-1.47.